From a dataset of Catalyst prediction with 721,799 reactions and 888 catalyst types from USPTO. Predict which catalyst facilitates the given reaction. (1) The catalyst class is: 198. Product: [Cl:18][C:19]1[C:24]([NH:25][C:8]([C:7]2[CH:6]=[CH:5][C:4]([C:3]([O:2][CH3:1])=[O:13])=[CH:12][CH:11]=2)=[O:10])=[CH:23][CH:22]=[CH:21][N:20]=1. Reactant: [CH3:1][O:2][C:3](=[O:13])[C:4]1[CH:12]=[CH:11][C:7]([C:8]([OH:10])=O)=[CH:6][CH:5]=1.O=S(Cl)Cl.[Cl:18][C:19]1[C:24]([NH2:25])=[CH:23][CH:22]=[CH:21][N:20]=1.C(N(CC)CC)C. (2) Reactant: [OH:1][C:2]1[N:3]=[CH:4][C:5]([C:8](=[O:10])[CH3:9])=[N:6][CH:7]=1.[Br-:11].[Br-].[Br-].[NH+]1C=CC=CC=1.[NH+]1C=CC=CC=1.[NH+]1C=CC=CC=1. Product: [Br:11][CH2:9][C:8]([C:5]1[CH:4]=[N:3][C:2]([OH:1])=[CH:7][N:6]=1)=[O:10]. The catalyst class is: 15.